From a dataset of Full USPTO retrosynthesis dataset with 1.9M reactions from patents (1976-2016). Predict the reactants needed to synthesize the given product. (1) Given the product [C:1]([O:11][CH2:12][C:13]1[CH:14]=[C:15]([NH2:22])[CH:16]=[C:17]([NH2:19])[CH:18]=1)(=[O:10])/[CH:2]=[CH:3]/[C:4]1[CH:5]=[CH:6][CH:7]=[CH:8][CH:9]=1, predict the reactants needed to synthesize it. The reactants are: [C:1]([O:11][CH2:12][C:13]1[CH:18]=[C:17]([N+:19]([O-])=O)[CH:16]=[C:15]([N+:22]([O-])=O)[CH:14]=1)(=[O:10])/[CH:2]=[CH:3]/[C:4]1[CH:9]=[CH:8][CH:7]=[CH:6][CH:5]=1.O. (2) Given the product [CH2:1]=[C:12]1[C:14]2[CH:15]=[CH:16][CH:17]=[CH:18][C:19]=2[CH2:4][CH2:5][C:6]2[CH:7]=[CH:8][CH:9]=[CH:10][C:11]1=2, predict the reactants needed to synthesize it. The reactants are: [CH3:1][Mg]Br.[CH2:4]1[C:19]2[C:14](=[CH:15][CH:16]=[CH:17][CH:18]=2)[C:12](=O)[C:11]2[C:6](=[CH:7][CH:8]=[CH:9][CH:10]=2)[CH2:5]1.